This data is from Full USPTO retrosynthesis dataset with 1.9M reactions from patents (1976-2016). The task is: Predict the reactants needed to synthesize the given product. (1) Given the product [NH2:32][C:30](=[O:31])[C@@H:29]([NH:28][C:25](=[O:27])[C:7]1[CH:6]=[C:5]([C@H:2]([OH:1])[CH2:3][OH:4])[CH:10]=[C:9]([C:11]2[CH:12]=[CH:13][C:14]([O:17][C:18]3[CH:19]=[CH:20][C:21]([F:24])=[CH:22][CH:23]=3)=[CH:15][CH:16]=2)[N:8]=1)[CH2:33][CH:34]([CH3:36])[CH3:35], predict the reactants needed to synthesize it. The reactants are: [OH:1][C@@H:2]([C:5]1[CH:10]=[C:9]([C:11]2[CH:16]=[CH:15][C:14]([O:17][C:18]3[CH:23]=[CH:22][C:21]([F:24])=[CH:20][CH:19]=3)=[CH:13][CH:12]=2)[N:8]=[C:7]([C:25]([OH:27])=O)[CH:6]=1)[CH2:3][OH:4].[NH2:28][C@@H:29]([CH2:33][CH:34]([CH3:36])[CH3:35])[C:30]([NH2:32])=[O:31].CCN(C(C)C)C(C)C.CN(C(ON1N=NC2C=CC=CC1=2)=[N+](C)C)C.F[P-](F)(F)(F)(F)F. (2) Given the product [Cl:14][C:13]1[C:8]2[N:9]([CH:19]=[C:6]([C:4]([NH:32][S:29]([C:22]3[CH:23]=[C:24]([O:27][CH3:28])[CH:25]=[CH:26][C:21]=3[Cl:20])(=[O:31])=[O:30])=[O:5])[N:7]=2)[CH:10]=[C:11]([C:15]([F:16])([F:17])[F:18])[CH:12]=1, predict the reactants needed to synthesize it. The reactants are: C(O[C:4]([C:6]1[N:7]=[C:8]2[C:13]([Cl:14])=[CH:12][C:11]([C:15]([F:18])([F:17])[F:16])=[CH:10][N:9]2[CH:19]=1)=[O:5])C.[Cl:20][C:21]1[CH:26]=[CH:25][C:24]([O:27][CH3:28])=[CH:23][C:22]=1[S:29]([NH2:32])(=[O:31])=[O:30].[Cl-].C([Al+]CC)C.C(O)(C)C.C(O)(=O)C. (3) Given the product [CH3:2][S:3]([C:6]1[CH:7]=[C:8]([NH:9][NH2:13])[CH:10]=[CH:11][CH:12]=1)(=[O:4])=[O:5], predict the reactants needed to synthesize it. The reactants are: Cl.[CH3:2][S:3]([C:6]1[CH:7]=[C:8]([CH:10]=[CH:11][CH:12]=1)[NH2:9])(=[O:5])=[O:4].[N:13]([O-])=O.[Na+].O.O.[Sn](Cl)Cl. (4) Given the product [NH2:29][C:30]1[N:31]=[CH:32][C:33]([C:19]2[CH:20]=[CH:21][C:22]([O:23][CH3:24])=[C:17]([CH:18]=2)[CH2:16][NH:15][CH:12]2[CH2:13][CH2:14][CH:9]([N:8]([CH3:28])[C:1](=[O:2])[O:3][C:4]([CH3:7])([CH3:6])[CH3:5])[CH2:10][CH2:11]2)=[CH:34][CH:35]=1, predict the reactants needed to synthesize it. The reactants are: [C:1]([N:8]([CH3:28])[CH:9]1[CH2:14][CH2:13][CH:12]([NH:15][CH2:16][C:17]2[CH:18]=[C:19](B(O)O)[CH:20]=[CH:21][C:22]=2[O:23][CH3:24])[CH2:11][CH2:10]1)([O:3][C:4]([CH3:7])([CH3:6])[CH3:5])=[O:2].[NH2:29][C:30]1[CH:35]=[CH:34][C:33](Br)=[CH:32][N:31]=1. (5) Given the product [CH2:53]([NH:60][C:66]1[CH:65]=[C:64]([CH2:69][CH:70]([CH:78]2[CH2:79][CH2:80][CH2:81]2)[C:71]([O:73][C:74]([CH3:77])([CH3:76])[CH3:75])=[O:72])[CH:63]=[CH:62][C:67]=1[Cl:68])[C:54]1[CH:59]=[CH:58][CH:57]=[CH:56][CH:55]=1, predict the reactants needed to synthesize it. The reactants are: CC(C)([O-])C.[Na+].C1(P(C2C=CC=CC=2)C2C=CC3C(=CC=CC=3)C=2C2C3C(=CC=CC=3)C=CC=2P(C2C=CC=CC=2)C2C=CC=CC=2)C=CC=CC=1.[CH2:53]([NH2:60])[C:54]1[CH:59]=[CH:58][CH:57]=[CH:56][CH:55]=1.Br[C:62]1[CH:63]=[C:64]([CH2:69][CH:70]([CH:78]2[CH2:81][CH2:80][CH2:79]2)[C:71]([O:73][C:74]([CH3:77])([CH3:76])[CH3:75])=[O:72])[CH:65]=[CH:66][C:67]=1[Cl:68]. (6) Given the product [Br:11][C:7]1[CH:6]=[C:5]2[C:4](=[C:9]([Cl:10])[CH:8]=1)[C:3](=[O:14])[N:23]([CH2:22][CH:19]1[CH2:20][CH2:21][C:16]([F:24])([F:15])[CH2:17][CH2:18]1)[CH2:12]2, predict the reactants needed to synthesize it. The reactants are: CO[C:3](=[O:14])[C:4]1[C:9]([Cl:10])=[CH:8][C:7]([Br:11])=[CH:6][C:5]=1[CH2:12]Br.[F:15][C:16]1([F:24])[CH2:21][CH2:20][CH:19]([CH2:22][NH2:23])[CH2:18][CH2:17]1.C([O-])([O-])=O.[K+].[K+]. (7) The reactants are: [NH:1]1[CH:5]=[CH:4][C:3](B(O)O)=[N:2]1.Br[C:10]1[CH:15]=[CH:14][C:13]([NH:16][C:17]([N:19]2[CH2:27][C:26]3[C:21](=[CH:22][CH:23]=[CH:24][CH:25]=3)[CH2:20]2)=[O:18])=[CH:12][CH:11]=1.Br[C:29]1C=C2C(=CC=1)CN(C(NC1C=CC(C(=O)NCCC)=CC=1)=O)C2. Given the product [CH3:29][N:1]1[CH:5]=[C:4]([C:10]2[CH:15]=[CH:14][C:13]([NH:16][C:17]([N:19]3[CH2:27][C:26]4[C:21](=[CH:22][CH:23]=[CH:24][CH:25]=4)[CH2:20]3)=[O:18])=[CH:12][CH:11]=2)[CH:3]=[N:2]1, predict the reactants needed to synthesize it.